This data is from NCI-60 drug combinations with 297,098 pairs across 59 cell lines. The task is: Regression. Given two drug SMILES strings and cell line genomic features, predict the synergy score measuring deviation from expected non-interaction effect. (1) Drug 1: C1=C(C(=O)NC(=O)N1)F. Drug 2: C(CC(=O)O)C(=O)CN.Cl. Cell line: SF-268. Synergy scores: CSS=32.6, Synergy_ZIP=2.30, Synergy_Bliss=0.992, Synergy_Loewe=5.21, Synergy_HSA=5.65. (2) Drug 1: CC(C)CN1C=NC2=C1C3=CC=CC=C3N=C2N. Drug 2: CCC1(C2=C(COC1=O)C(=O)N3CC4=CC5=C(C=CC(=C5CN(C)C)O)N=C4C3=C2)O.Cl. Cell line: RXF 393. Synergy scores: CSS=9.70, Synergy_ZIP=-3.35, Synergy_Bliss=-0.713, Synergy_Loewe=-5.38, Synergy_HSA=-2.37. (3) Drug 1: CS(=O)(=O)C1=CC(=C(C=C1)C(=O)NC2=CC(=C(C=C2)Cl)C3=CC=CC=N3)Cl. Drug 2: N.N.Cl[Pt+2]Cl. Cell line: COLO 205. Synergy scores: CSS=-9.77, Synergy_ZIP=5.89, Synergy_Bliss=2.99, Synergy_Loewe=-6.58, Synergy_HSA=-6.18. (4) Drug 1: CC1OCC2C(O1)C(C(C(O2)OC3C4COC(=O)C4C(C5=CC6=C(C=C35)OCO6)C7=CC(=C(C(=C7)OC)O)OC)O)O. Drug 2: C1CC(C1)(C(=O)O)C(=O)O.[NH2-].[NH2-].[Pt+2]. Cell line: DU-145. Synergy scores: CSS=56.1, Synergy_ZIP=0.982, Synergy_Bliss=1.02, Synergy_Loewe=1.84, Synergy_HSA=3.45. (5) Drug 1: CC1OCC2C(O1)C(C(C(O2)OC3C4COC(=O)C4C(C5=CC6=C(C=C35)OCO6)C7=CC(=C(C(=C7)OC)O)OC)O)O. Drug 2: C1=NC2=C(N1)C(=S)N=CN2. Cell line: PC-3. Synergy scores: CSS=21.7, Synergy_ZIP=-9.72, Synergy_Bliss=-7.24, Synergy_Loewe=-10.8, Synergy_HSA=-4.34. (6) Drug 1: CCCCCOC(=O)NC1=NC(=O)N(C=C1F)C2C(C(C(O2)C)O)O. Cell line: SW-620. Drug 2: CC12CCC3C(C1CCC2O)C(CC4=C3C=CC(=C4)O)CCCCCCCCCS(=O)CCCC(C(F)(F)F)(F)F. Synergy scores: CSS=-17.2, Synergy_ZIP=4.77, Synergy_Bliss=-5.31, Synergy_Loewe=-15.5, Synergy_HSA=-16.0. (7) Drug 1: C1=CN(C(=O)N=C1N)C2C(C(C(O2)CO)O)O.Cl. Drug 2: N.N.Cl[Pt+2]Cl. Cell line: NCI/ADR-RES. Synergy scores: CSS=34.6, Synergy_ZIP=-4.64, Synergy_Bliss=-0.402, Synergy_Loewe=-3.15, Synergy_HSA=2.86. (8) Cell line: UACC-257. Synergy scores: CSS=1.26, Synergy_ZIP=-2.26, Synergy_Bliss=-4.07, Synergy_Loewe=-1.61, Synergy_HSA=-3.56. Drug 1: C(=O)(N)NO. Drug 2: COC1=C2C(=CC3=C1OC=C3)C=CC(=O)O2.